From a dataset of Catalyst prediction with 721,799 reactions and 888 catalyst types from USPTO. Predict which catalyst facilitates the given reaction. (1) Reactant: [CH2:1]([O:8][CH2:9][CH2:10][CH2:11][CH2:12][C:13]([OH:15])=[O:14])[C:2]1[CH:7]=[CH:6][CH:5]=[CH:4][CH:3]=1.O=S(Cl)Cl.[C:20]([O-])(O)=O.[Na+]. Product: [CH2:1]([O:8][CH2:9][CH2:10][CH2:11][CH2:12][C:13]([O:15][CH3:20])=[O:14])[C:2]1[CH:7]=[CH:6][CH:5]=[CH:4][CH:3]=1. The catalyst class is: 5. (2) Reactant: [NH2:1][C:2]1[N:7]=[CH:6][N:5]=[C:4]2[N:8]([CH:19]([C:21]3[O:22][C:23](=[O:36])[C:24]4[C:29]([C:30]=3[C:31]3[S:35][CH:34]=[N:33][CH:32]=3)=[CH:28][CH:27]=[CH:26][CH:25]=4)[CH3:20])[N:9]=[C:10]([C:11]3[CH:16]=[C:15]([OH:17])[CH:14]=[C:13]([F:18])[CH:12]=3)[C:3]=12.N1C=CN=C1.[CH3:42][C:43]([Si:46](Cl)([CH3:48])[CH3:47])([CH3:45])[CH3:44]. Product: [NH2:1][C:2]1[N:7]=[CH:6][N:5]=[C:4]2[N:8]([CH:19]([C:21]3[O:22][C:23](=[O:36])[C:24]4[C:29]([C:30]=3[C:31]3[S:35][CH:34]=[N:33][CH:32]=3)=[CH:28][CH:27]=[CH:26][CH:25]=4)[CH3:20])[N:9]=[C:10]([C:11]3[CH:12]=[C:13]([F:18])[CH:14]=[C:15]([O:17][Si:46]([C:43]([CH3:45])([CH3:44])[CH3:42])([CH3:48])[CH3:47])[CH:16]=3)[C:3]=12. The catalyst class is: 3. (3) Reactant: [Cl:1][C:2]([Cl:7])([Cl:6])[C:3](Cl)=[O:4].[Cl-].[Cl-].[Cl-].[Al+3].[C:12]([C:14]1[NH:15][CH:16]=[CH:17][CH:18]=1)#[N:13]. Product: [Cl:1][C:2]([Cl:7])([Cl:6])[C:3]([C:17]1[CH:18]=[C:14]([C:12]#[N:13])[NH:15][CH:16]=1)=[O:4]. The catalyst class is: 96. (4) Reactant: [C:1]1([CH2:7][N:8]([CH2:29][C:30]2[CH:35]=[CH:34][CH:33]=[CH:32][CH:31]=2)[CH2:9][C@@H:10]([C:12]2[CH:13]=[CH:14][C:15]([O:21]CC3C=CC=CC=3)=[C:16]([NH:18][CH:19]=[O:20])[CH:17]=2)[OH:11])[CH:6]=[CH:5][CH:4]=[CH:3][CH:2]=1.[H][H]. Product: [C:1]1([CH2:7][N:8]([CH2:29][C:30]2[CH:35]=[CH:34][CH:33]=[CH:32][CH:31]=2)[CH2:9][C@@H:10]([C:12]2[CH:13]=[CH:14][C:15]([OH:21])=[C:16]([NH:18][CH:19]=[O:20])[CH:17]=2)[OH:11])[CH:2]=[CH:3][CH:4]=[CH:5][CH:6]=1. The catalyst class is: 591. (5) Reactant: [CH3:1][C:2]1[N:6]([C:7]2[CH:12]=[CH:11][CH:10]=[CH:9][CH:8]=2)[N:5]=[N:4][C:3]=1[N:13]1[CH2:18][CH2:17][N:16](C(OC(C)(C)C)=O)[CH2:15][C:14]1=[O:26]. Product: [CH3:1][C:2]1[N:6]([C:7]2[CH:12]=[CH:11][CH:10]=[CH:9][CH:8]=2)[N:5]=[N:4][C:3]=1[N:13]1[CH2:18][CH2:17][NH:16][CH2:15][C:14]1=[O:26]. The catalyst class is: 89.